This data is from Full USPTO retrosynthesis dataset with 1.9M reactions from patents (1976-2016). The task is: Predict the reactants needed to synthesize the given product. (1) Given the product [Br:1][C:2]1[CH:7]=[CH:6][C:5]([S:8]([N:19]2[CH2:20][CH2:21][N:16]([CH2:15][CH2:14][O:13][CH3:12])[CH2:17][CH2:18]2)(=[O:10])=[O:9])=[CH:4][CH:3]=1, predict the reactants needed to synthesize it. The reactants are: [Br:1][C:2]1[CH:7]=[CH:6][C:5]([S:8](Cl)(=[O:10])=[O:9])=[CH:4][CH:3]=1.[CH3:12][O:13][CH2:14][CH2:15][N:16]1[CH2:21][CH2:20][NH:19][CH2:18][CH2:17]1. (2) Given the product [CH3:1][C:2]1[CH:7]=[CH:6][C:5]([C:8]2[O:12][N:11]=[CH:10][C:9]=2[C:13]([N:17]2[CH2:18][CH2:19][C:20]3[C:25](=[CH:24][CH:23]=[CH:22][CH:21]=3)[CH2:16]2)=[O:14])=[CH:4][CH:3]=1, predict the reactants needed to synthesize it. The reactants are: [CH3:1][C:2]1[CH:7]=[CH:6][C:5]([C:8]2[O:12][N:11]=[CH:10][C:9]=2[C:13](Cl)=[O:14])=[CH:4][CH:3]=1.[CH2:16]1[C:25]2[C:20](=[CH:21][CH:22]=[CH:23][CH:24]=2)[CH2:19][CH2:18][NH:17]1. (3) The reactants are: Br[CH2:2][CH2:3][CH2:4]O.[CH3:6][C@@:7]12[C:15](=[O:16])[CH2:14][CH2:13][C@H:12]1[C@@H:11]1[CH2:17][CH2:18][C:19]3[CH:24]=[C:23]([OH:25])[CH:22]=[CH:21][C:20]=3[C@H:10]1[CH2:9][CH2:8]2.[OH-:26].[Na+].[I-].[K+]. Given the product [OH:26][CH:3]([CH3:4])[CH2:2][O:25][C:23]1[CH:22]=[CH:21][C:20]2[C@@H:10]3[C@H:11]([C@H:12]4[C@@:7]([CH2:8][CH2:9]3)([CH3:6])[C:15](=[O:16])[CH2:14][CH2:13]4)[CH2:17][CH2:18][C:19]=2[CH:24]=1, predict the reactants needed to synthesize it. (4) Given the product [CH:17]([C@@H:14]1[NH:13][CH2:12][C:11]2[CH:10]=[CH:9][C:4]([C:5]([O:7][CH3:8])=[O:6])=[CH:3][C:2]=2[O:16][CH2:15]1)([CH3:19])[CH3:18], predict the reactants needed to synthesize it. The reactants are: Br[C:2]1[CH:3]=[C:4]([CH:9]=[CH:10][C:11]=1[CH2:12][NH:13][C@@H:14]([CH:17]([CH3:19])[CH3:18])[CH2:15][OH:16])[C:5]([O:7][CH3:8])=[O:6].C([O-])([O-])=O.[K+].[K+].